From a dataset of NCI-60 drug combinations with 297,098 pairs across 59 cell lines. Regression. Given two drug SMILES strings and cell line genomic features, predict the synergy score measuring deviation from expected non-interaction effect. (1) Drug 1: C1CN1C2=NC(=NC(=N2)N3CC3)N4CC4. Drug 2: CC1=C(N=C(N=C1N)C(CC(=O)N)NCC(C(=O)N)N)C(=O)NC(C(C2=CN=CN2)OC3C(C(C(C(O3)CO)O)O)OC4C(C(C(C(O4)CO)O)OC(=O)N)O)C(=O)NC(C)C(C(C)C(=O)NC(C(C)O)C(=O)NCCC5=NC(=CS5)C6=NC(=CS6)C(=O)NCCC[S+](C)C)O. Cell line: RPMI-8226. Synergy scores: CSS=39.4, Synergy_ZIP=0.211, Synergy_Bliss=-0.0127, Synergy_Loewe=-9.46, Synergy_HSA=-1.12. (2) Drug 1: CCC1(CC2CC(C3=C(CCN(C2)C1)C4=CC=CC=C4N3)(C5=C(C=C6C(=C5)C78CCN9C7C(C=CC9)(C(C(C8N6C=O)(C(=O)OC)O)OC(=O)C)CC)OC)C(=O)OC)O.OS(=O)(=O)O. Drug 2: CC1CCC2CC(C(=CC=CC=CC(CC(C(=O)C(C(C(=CC(C(=O)CC(OC(=O)C3CCCCN3C(=O)C(=O)C1(O2)O)C(C)CC4CCC(C(C4)OC)O)C)C)O)OC)C)C)C)OC. Cell line: UACC62. Synergy scores: CSS=5.26, Synergy_ZIP=-3.49, Synergy_Bliss=-2.44, Synergy_Loewe=-5.12, Synergy_HSA=-1.61.